Dataset: Reaction yield outcomes from USPTO patents with 853,638 reactions. Task: Predict the reaction yield, written as a fraction of the theoretical maximum amount of product (1.0 means a 100% yield; for example, 0.34 means a 34% yield). (1) The reactants are Br[C:2]1[CH:7]=[CH:6][C:5]([C:8](=[O:23])[CH2:9][NH:10][C:11]([C:13]2([C:16]3[CH:21]=[CH:20][C:19]([Cl:22])=[CH:18][CH:17]=3)[CH2:15][CH2:14]2)=[O:12])=[CH:4][CH:3]=1.[C:24]([O-:27])(=[O:26])C.[K+].C1(P(C2C=CC=CC=2)CCCP(C2C=CC=CC=2)C2C=CC=CC=2)C=CC=CC=1.[C]=O. The catalyst is C1COCC1.O.CC([O-])=O.CC([O-])=O.[Pd+2]. The product is [Cl:22][C:19]1[CH:20]=[CH:21][C:16]([C:13]2([C:11]([NH:10][CH2:9][C:8]([C:5]3[CH:6]=[CH:7][C:2]([C:24]([OH:27])=[O:26])=[CH:3][CH:4]=3)=[O:23])=[O:12])[CH2:15][CH2:14]2)=[CH:17][CH:18]=1. The yield is 1.00. (2) The reactants are [F-].C([N+](CCCC)(CCCC)CCCC)CCC.CC([Si](C)(C)[O:24][CH2:25][CH2:26][C:27]1[O:28][C:29]([CH2:32][CH2:33][O:34][CH2:35][C:36]2[CH:41]=[CH:40][CH:39]=[CH:38][CH:37]=2)=[CH:30][CH:31]=1)(C)C. The catalyst is C1COCC1. The product is [OH:24][CH2:25][CH2:26][C:27]1[O:28][C:29]([CH2:32][CH2:33][O:34][CH2:35][C:36]2[CH:41]=[CH:40][CH:39]=[CH:38][CH:37]=2)=[CH:30][CH:31]=1. The yield is 0.996. (3) The reactants are [F:1][C:2]1[CH:7]=[CH:6][C:5]([CH2:8][C:9](=O)[CH3:10])=[C:4]([N+:12]([O-])=O)[CH:3]=1. The catalyst is [Zn].C(O)(=O)C. The product is [F:1][C:2]1[CH:3]=[C:4]2[C:5]([CH:8]=[C:9]([CH3:10])[NH:12]2)=[CH:6][CH:7]=1. The yield is 0.950.